This data is from Forward reaction prediction with 1.9M reactions from USPTO patents (1976-2016). The task is: Predict the product of the given reaction. (1) The product is: [F:17][C:18]1[CH:24]=[CH:23][C:21]([NH:22][C:14]([C:10]2[N:11]([CH3:13])[CH:12]=[C:8]([S:5](=[O:6])(=[O:7])[NH:4][CH:1]([CH3:2])[CH3:3])[CH:9]=2)=[O:16])=[CH:20][C:19]=1[CH3:25]. Given the reactants [CH:1]([NH:4][S:5]([C:8]1[CH:9]=[C:10]([C:14]([OH:16])=O)[N:11]([CH3:13])[CH:12]=1)(=[O:7])=[O:6])([CH3:3])[CH3:2].[F:17][C:18]1[CH:24]=[CH:23][C:21]([NH2:22])=[CH:20][C:19]=1[CH3:25].CCOC(C(C#N)=NOC(N1CCOCC1)=[N+](C)C)=O.F[P-](F)(F)(F)(F)F.C(N(CC)CC)C, predict the reaction product. (2) Given the reactants Br[CH2:2][C:3]([C:5]1[CH:6]=[CH:7][C:8]2[O:13][CH2:12][CH2:11][CH2:10][C:9]=2[CH:14]=1)=O.BrCC(C1C2OCCCC=2C=CC=1)=O.[NH2:29][C:30]1[CH:35]=[CH:34][CH:33]=[CH:32][N:31]=1, predict the reaction product. The product is: [O:13]1[C:8]2[CH:7]=[CH:6][C:5]([C:3]3[N:29]=[C:30]4[CH:35]=[CH:34][CH:33]=[CH:32][N:31]4[CH:2]=3)=[CH:14][C:9]=2[CH2:10][CH2:11][CH2:12]1. (3) Given the reactants [CH2:1]([O:8][C:9]1[CH:10]=[CH:11][C:12]([CH:18]=[CH:19][C:20]([O:22][C:23]([CH3:26])([CH3:25])[CH3:24])=[O:21])=[C:13]([CH:17]=1)[C:14](O)=[O:15])[C:2]1[CH:7]=[CH:6][CH:5]=[CH:4][CH:3]=1.C[Si](C)(C)CCO.C(Cl)CCl, predict the reaction product. The product is: [C:23]([O:22][C:20](=[O:21])[CH:19]=[CH:18][C:12]1[CH:11]=[CH:10][C:9]([O:8][CH2:1][C:2]2[CH:3]=[CH:4][CH:5]=[CH:6][CH:7]=2)=[CH:17][C:13]=1[CH:14]=[O:15])([CH3:26])([CH3:24])[CH3:25]. (4) Given the reactants [NH2:1][C:2]1[C:3]2[C:10]([C:11]3[CH:16]=[CH:15][C:14]([O:17][C:18]4[CH:23]=[CH:22][CH:21]=[CH:20][CH:19]=4)=[CH:13][CH:12]=3)=[CH:9][NH:8][C:4]=2[N:5]=[CH:6][N:7]=1.[H-].[Na+].Br[CH2:27][C:28]([O:30][CH2:31][CH3:32])=[O:29], predict the reaction product. The product is: [NH2:1][C:2]1[C:3]2[C:10]([C:11]3[CH:12]=[CH:13][C:14]([O:17][C:18]4[CH:23]=[CH:22][CH:21]=[CH:20][CH:19]=4)=[CH:15][CH:16]=3)=[CH:9][N:8]([CH2:27][C:28]([O:30][CH2:31][CH3:32])=[O:29])[C:4]=2[N:5]=[CH:6][N:7]=1. (5) Given the reactants C[O:2][C:3](=[O:32])[CH2:4][S:5][C:6]1[S:10][C:9]([NH:11][C:12]([N:14]([CH2:22][C:23]([F:31])([F:30])[C:24]2[CH:29]=[CH:28][CH:27]=[CH:26][CH:25]=2)[CH:15]2[CH2:20][CH2:19][CH:18]([CH3:21])[CH2:17][CH2:16]2)=[O:13])=[N:8][CH:7]=1.O[Li].O, predict the reaction product. The product is: [F:31][C:23]([F:30])([C:24]1[CH:29]=[CH:28][CH:27]=[CH:26][CH:25]=1)[CH2:22][N:14]([C@H:15]1[CH2:16][CH2:17][C@H:18]([CH3:21])[CH2:19][CH2:20]1)[C:12](=[O:13])[NH:11][C:9]1[S:10][C:6]([S:5][CH2:4][C:3]([OH:32])=[O:2])=[CH:7][N:8]=1.